The task is: Predict which catalyst facilitates the given reaction.. This data is from Catalyst prediction with 721,799 reactions and 888 catalyst types from USPTO. (1) Reactant: [CH3:1][CH:2]1[CH2:7][CH2:6][N:5]([CH:8]([C:14]2[CH:19]=[CH:18][CH:17]=[CH:16][CH:15]=2)[C:9]([O:11]CC)=[O:10])[CH2:4][CH2:3]1.[ClH:20]. Product: [ClH:20].[CH3:1][CH:2]1[CH2:7][CH2:6][N:5]([CH:8]([C:14]2[CH:15]=[CH:16][CH:17]=[CH:18][CH:19]=2)[C:9]([OH:11])=[O:10])[CH2:4][CH2:3]1. The catalyst class is: 12. (2) Reactant: C1(CC(Cl)=O)CCCCC1.[CH:11]1([CH2:17][C:18]([N:20]=[C:21]=[S:22])=[O:19])[CH2:16][CH2:15][CH2:14][CH2:13][CH2:12]1.[CH3:23][O:24][C:25]1[CH:26]=[C:27]2[C:32](=[CH:33][C:34]=1[O:35][CH3:36])[N:31]=[CH:30][CH:29]=[C:28]2[O:37][C:38]1[CH:44]=[CH:43][C:41]([NH2:42])=[CH:40][CH:39]=1.C1(C)C=CC=CC=1. Product: [CH:11]1([CH2:17][C:18]([N:20]=[C:21]=[S:22])=[O:19])[CH2:16][CH2:15][CH2:14][CH2:13][CH2:12]1.[CH:11]1([CH2:17][C:18]([NH:20][C:21]([NH:42][C:41]2[CH:43]=[CH:44][C:38]([O:37][C:28]3[C:27]4[C:32](=[CH:33][C:34]([O:35][CH3:36])=[C:25]([O:24][CH3:23])[CH:26]=4)[N:31]=[CH:30][CH:29]=3)=[CH:39][CH:40]=2)=[S:22])=[O:19])[CH2:16][CH2:15][CH2:14][CH2:13][CH2:12]1. The catalyst class is: 8. (3) Reactant: [F:1][C:2]1[N:7]=[CH:6][C:5]([C:8]2[CH:13]=[CH:12][C:11](=[O:14])[N:10]([CH2:15][O:16][CH2:17][CH2:18][Si:19]([CH3:22])([CH3:21])[CH3:20])[CH:9]=2)=[CH:4][CH:3]=1. Product: [F:1][C:2]1[N:7]=[CH:6][C:5]([CH:8]2[CH2:9][N:10]([CH2:15][O:16][CH2:17][CH2:18][Si:19]([CH3:21])([CH3:20])[CH3:22])[C:11](=[O:14])[CH2:12][CH2:13]2)=[CH:4][CH:3]=1. The catalyst class is: 19. (4) Reactant: [C:1]1([C:7]23[CH2:15][CH2:14][C:11]([CH2:16][C:17]([O:19][CH3:20])=[O:18])([CH2:12][CH2:13]2)[CH2:10][CH2:9][CH2:8]3)[CH:6]=[CH:5][CH:4]=[CH:3][CH:2]=1.[Cl-].[Al+3].[Cl-].[Cl-].[Br:25][C:26]([CH3:31])([CH3:30])[C:27](Br)=[O:28]. Product: [Br:25][C:26]([CH3:31])([CH3:30])[C:27]([C:4]1[CH:3]=[CH:2][C:1]([C:7]23[CH2:15][CH2:14][C:11]([CH2:16][C:17]([O:19][CH3:20])=[O:18])([CH2:12][CH2:13]2)[CH2:10][CH2:9][CH2:8]3)=[CH:6][CH:5]=1)=[O:28]. The catalyst class is: 2. (5) Reactant: [C:1]([O:5][C:6]([N:8]1[C:16]2[C:11](=[N:12][C:13]([C:17]([OH:19])=O)=[CH:14][CH:15]=2)[CH2:10][CH2:9]1)=[O:7])([CH3:4])([CH3:3])[CH3:2].Cl.[CH3:21][N:22](C)[CH2:23]CCN=C=NCC.O.ON1C2C=CC=CC=2N=N1.CNC. Product: [CH3:21][N:22]([CH3:23])[C:17]([C:13]1[N:12]=[C:11]2[CH2:10][CH2:9][N:8]([C:6]([O:5][C:1]([CH3:2])([CH3:3])[CH3:4])=[O:7])[C:16]2=[CH:15][CH:14]=1)=[O:19]. The catalyst class is: 4. (6) Reactant: Cl.[CH3:2][O:3][NH:4][CH3:5].C(N(C(C)C)CC)(C)C.[Br:15][C:16]1[CH:17]=[C:18]([CH:22]=[CH:23][CH:24]=1)[C:19](Cl)=[O:20]. Product: [Br:15][C:16]1[CH:17]=[C:18]([CH:22]=[CH:23][CH:24]=1)[C:19]([N:4]([O:3][CH3:2])[CH3:5])=[O:20]. The catalyst class is: 2. (7) Reactant: [H-].[Na+].[Cl:3][C:4]1[N:5]=[C:6]([Cl:13])[C:7]2[CH:12]=[CH:11][NH:10][C:8]=2[N:9]=1.[CH3:14]I.O. Product: [Cl:3][C:4]1[N:5]=[C:6]([Cl:13])[C:7]2[CH:12]=[CH:11][N:10]([CH3:14])[C:8]=2[N:9]=1. The catalyst class is: 7. (8) Reactant: [Cl:1][C:2]1[CH:10]=[CH:9][C:8]([C:11]2[N:12]([C:22]([O:24][C:25]([CH3:28])([CH3:27])[CH3:26])=[O:23])[C:13]3[C:18]([CH:19]=2)=[CH:17][C:16]([CH:20]=O)=[CH:15][CH:14]=3)=[C:7]2[C:3]=1[CH2:4][NH:5][C:6]2=[O:29].[NH2:30][CH2:31][CH2:32][CH2:33][OH:34].C(O[BH-](OC(=O)C)OC(=O)C)(=O)C.[Na+]. Product: [Cl:1][C:2]1[CH:10]=[CH:9][C:8]([C:11]2[N:12]([C:22]([O:24][C:25]([CH3:27])([CH3:26])[CH3:28])=[O:23])[C:13]3[C:18]([CH:19]=2)=[CH:17][C:16]([CH2:20][NH:30][CH2:31][CH2:32][CH2:33][OH:34])=[CH:15][CH:14]=3)=[C:7]2[C:3]=1[CH2:4][NH:5][C:6]2=[O:29]. The catalyst class is: 4.